Dataset: Catalyst prediction with 721,799 reactions and 888 catalyst types from USPTO. Task: Predict which catalyst facilitates the given reaction. (1) Reactant: [CH2:1]([CH:4]1[CH2:9][CH2:8][CH:7]([CH:10]2[CH2:15][CH2:14][CH:13]([CH2:16][CH2:17][CH2:18][CH2:19][CH3:20])[CH2:12][CH2:11]2)[O:6][CH:5]1O)[CH2:2][CH3:3].C(=O)(O)[O-].[Na+]. Product: [CH2:1]([C:4]1[CH2:9][CH2:8][CH:7]([CH:10]2[CH2:11][CH2:12][CH:13]([CH2:16][CH2:17][CH2:18][CH2:19][CH3:20])[CH2:14][CH2:15]2)[O:6][CH:5]=1)[CH2:2][CH3:3]. The catalyst class is: 11. (2) Reactant: [Br:1][C:2]1[CH:7]=[C:6]([N+:8]([O-:10])=[O:9])[CH:5]=[CH:4][C:3]=1F.[CH3:12][S-:13].[Na+]. Product: [Br:1][C:2]1[CH:7]=[C:6]([N+:8]([O-:10])=[O:9])[CH:5]=[CH:4][C:3]=1[S:13][CH3:12]. The catalyst class is: 3. (3) Reactant: [CH3:1][N:2]1[C:10]2[C:5](=[CH:6][CH:7]=[CH:8][CH:9]=2)[C:4]([CH:11]=[CH2:12])=[N:3]1.[N+](=[CH:15][C:16]([O:18][CH2:19][CH3:20])=[O:17])=[N-]. Product: [CH3:1][N:2]1[C:10]2[C:5](=[CH:6][CH:7]=[CH:8][CH:9]=2)[C:4]([CH:11]2[CH2:12][CH:15]2[C:16]([O:18][CH2:19][CH3:20])=[O:17])=[N:3]1. The catalyst class is: 11. (4) Reactant: [NH2:1][CH:2]1[CH2:11][C:10]2[C:9]([C:12]([NH2:14])=[O:13])=[CH:8][CH:7]=[C:6]([F:15])[C:5]=2[O:4][CH2:3]1.[CH3:16][O:17][C:18]1[CH:19]=[CH:20][CH:21]=[C:22]2[C:26]=1[NH:25][CH:24]=[C:23]2[CH2:27][CH2:28][CH:29]=O.C(O)(=O)C.C([BH3-])#N.[Na+]. Product: [F:15][C:6]1[C:5]2[O:4][CH2:3][CH:2]([NH:1][CH2:29][CH2:28][CH2:27][C:23]3[C:22]4[C:26](=[C:18]([O:17][CH3:16])[CH:19]=[CH:20][CH:21]=4)[NH:25][CH:24]=3)[CH2:11][C:10]=2[C:9]([C:12]([NH2:14])=[O:13])=[CH:8][CH:7]=1. The catalyst class is: 5.